Task: Regression. Given a peptide amino acid sequence and an MHC pseudo amino acid sequence, predict their binding affinity value. This is MHC class II binding data.. Dataset: Peptide-MHC class II binding affinity with 134,281 pairs from IEDB (1) The peptide sequence is PRGVTHDQLNNFRAG. The MHC is HLA-DPA10301-DPB10402 with pseudo-sequence HLA-DPA10301-DPB10402. The binding affinity (normalized) is 0.267. (2) The peptide sequence is TDDNEEPIAAYHFDL. The MHC is DRB3_0202 with pseudo-sequence DRB3_0202. The binding affinity (normalized) is 0.0634. (3) The peptide sequence is FLRSVFANSLVYGAS. The MHC is DRB1_0401 with pseudo-sequence DRB1_0401. The binding affinity (normalized) is 0.824. (4) The peptide sequence is FIADPASRFYNLVLA. The MHC is HLA-DQA10102-DQB10602 with pseudo-sequence HLA-DQA10102-DQB10602. The binding affinity (normalized) is 0.170. (5) The peptide sequence is FTSLEYIEAAKWLLP. The MHC is DRB1_0301 with pseudo-sequence DRB1_0301. The binding affinity (normalized) is 0.468. (6) The peptide sequence is IDKFLANVSTVLTGK. The MHC is DRB1_0401 with pseudo-sequence DRB1_0401. The binding affinity (normalized) is 0.667. (7) The peptide sequence is GAVDIINKWQVVAPQ. The MHC is HLA-DPA10201-DPB10101 with pseudo-sequence HLA-DPA10201-DPB10101. The binding affinity (normalized) is 0.106.